The task is: Predict which catalyst facilitates the given reaction.. This data is from Catalyst prediction with 721,799 reactions and 888 catalyst types from USPTO. Reactant: [NH2:1][C:2]1[CH:3]=[CH:4][CH:5]=[C:6]2[C:11]=1[N:10]=[CH:9][CH:8]=[CH:7]2.Br[CH:13]([C:21]1[CH:26]=[CH:25][CH:24]=[CH:23][CH:22]=1)[C:14]1[CH:19]=[CH:18][CH:17]=[CH:16][C:15]=1[CH3:20]. Product: [CH3:20][C:15]1[CH:16]=[CH:17][CH:18]=[CH:19][C:14]=1[CH:13]([C:21]1[CH:26]=[CH:25][CH:24]=[CH:23][CH:22]=1)[NH:1][C:2]1[CH:3]=[CH:4][CH:5]=[C:6]2[C:11]=1[N:10]=[CH:9][CH:8]=[CH:7]2. The catalyst class is: 66.